From a dataset of Full USPTO retrosynthesis dataset with 1.9M reactions from patents (1976-2016). Predict the reactants needed to synthesize the given product. (1) Given the product [Br:1][C:2]1[CH:3]=[CH:4][C:5]([CH2:8][CH:9]([OH:12])[CH2:10][CH3:11])=[CH:6][CH:7]=1, predict the reactants needed to synthesize it. The reactants are: [Br:1][C:2]1[CH:7]=[CH:6][C:5]([CH2:8][C:9](=[O:12])[CH2:10][CH3:11])=[CH:4][CH:3]=1.[BH4-].[Na+]. (2) Given the product [Br-:8].[Br-:8].[CH3:1][C:2]1[CH:7]=[CH:6][C:5]([N+:17]2[CH:18]=[CH:19][N:15]([CH2:9][N:10]3[CH:14]=[CH:13][N+:12]([C:5]4[CH:6]=[CH:7][C:2]([CH3:1])=[CH:3][CH:4]=4)=[CH:11]3)[CH:16]=2)=[CH:4][CH:3]=1, predict the reactants needed to synthesize it. The reactants are: [CH2:1]([Br:8])[C:2]1[CH:7]=[CH:6][CH:5]=[CH:4][CH:3]=1.[CH2:9]([N:15]1[CH:19]=[CH:18][N:17]=[CH:16]1)[N:10]1[CH:14]=[CH:13][N:12]=[CH:11]1. (3) Given the product [CH2:1]([C:6]1[N:11]=[CH:10][C:9]([NH:12][C:13]([C@@H:15]2[CH2:24][C:23]3[C:18](=[CH:19][CH:20]=[CH:21][CH:22]=3)[CH2:17][NH:16]2)=[O:14])=[CH:8][CH:7]=1)[CH2:2][CH2:3][CH2:4][CH3:5], predict the reactants needed to synthesize it. The reactants are: [CH2:1]([C:6]1[N:11]=[CH:10][C:9]([NH:12][C:13]([C@@H:15]2[CH2:24][C:23]3[C:18](=[CH:19][CH:20]=[CH:21][CH:22]=3)[CH2:17][N:16]2C(OC(C)(C)C)=O)=[O:14])=[CH:8][CH:7]=1)[CH2:2][CH2:3][CH2:4][CH3:5].FC(F)(F)C(O)=O. (4) The reactants are: [O:1]=[C:2]1[C@@H:7]([NH:8][C:9](=[O:15])[O:10][C:11]([CH3:14])([CH3:13])[CH3:12])[CH2:6][CH2:5][CH2:4][NH:3]1.[Li+].C[Si]([N-][Si](C)(C)C)(C)C.I[CH2:27][CH3:28]. Given the product [CH2:27]([N:3]1[CH2:4][CH2:5][CH2:6][C@H:7]([NH:8][C:9](=[O:15])[O:10][C:11]([CH3:12])([CH3:14])[CH3:13])[C:2]1=[O:1])[CH3:28], predict the reactants needed to synthesize it. (5) The reactants are: O=P(Cl)(Cl)Cl.[CH3:6][C:7]1([CH3:18])[C:17]2[CH:16]=[CH:15][S:14][C:13]=2[C:9]2[S:10][CH:11]=[CH:12][C:8]1=2.C(Cl)Cl.CN([CH:25]=[O:26])C. Given the product [CH3:6][C:7]1([CH3:18])[C:8]2[CH:12]=[C:11]([CH:25]=[O:26])[S:10][C:9]=2[C:13]2[S:14][CH:15]=[CH:16][C:17]1=2, predict the reactants needed to synthesize it. (6) The reactants are: Cl([O-])=O.[Na+].[OH2:5].P([O-])(O)(O)=O.[Na+].[Cl:12][C:13]1[N:14]=[C:15]([CH:20]2[CH2:22][CH2:21]2)[NH:16][C:17]=1[CH:18]=[O:19].CC(=CC)C. Given the product [Cl:12][C:13]1[N:14]=[C:15]([CH:20]2[CH2:21][CH2:22]2)[NH:16][C:17]=1[C:18]([OH:5])=[O:19], predict the reactants needed to synthesize it.